Dataset: Full USPTO retrosynthesis dataset with 1.9M reactions from patents (1976-2016). Task: Predict the reactants needed to synthesize the given product. (1) The reactants are: [C:1]([CH2:3][C:4]([O:6][CH2:7][CH3:8])=[O:5])#[N:2].[F:9][C:10]1[CH:22]=[CH:21][C:13]([CH:14]=[CH:15][C:16]([O:18][CH2:19][CH3:20])=[O:17])=[CH:12][CH:11]=1.[O-]CC.[Na+]. Given the product [C:1]([CH:3]([CH:14]([C:13]1[CH:12]=[CH:11][C:10]([F:9])=[CH:22][CH:21]=1)[CH2:15][C:16]([O:18][CH2:19][CH3:20])=[O:17])[C:4]([O:6][CH2:7][CH3:8])=[O:5])#[N:2], predict the reactants needed to synthesize it. (2) The reactants are: Cl[C:2]1[C:7]([C:8]([O:10][CH2:11][CH3:12])=[O:9])=[CH:6][N:5]=[C:4]2[N:13]([C:16]3[CH:21]=[CH:20][CH:19]=[CH:18][CH:17]=3)[N:14]=[CH:15][C:3]=12.[CH3:22][O:23][C:24]1[CH:29]=[CH:28][C:27]([S:30]([NH:33][CH2:34][C:35]2[CH:36]=[N:37][CH:38]=[CH:39][CH:40]=2)(=[O:32])=[O:31])=[CH:26][CH:25]=1.[H-].[Na+]. Given the product [CH3:22][O:23][C:24]1[CH:25]=[CH:26][C:27]([S:30]([N:33]([CH2:34][C:35]2[CH:36]=[N:37][CH:38]=[CH:39][CH:40]=2)[C:2]2[C:7]([C:8]([O:10][CH2:11][CH3:12])=[O:9])=[CH:6][N:5]=[C:4]3[N:13]([C:16]4[CH:21]=[CH:20][CH:19]=[CH:18][CH:17]=4)[N:14]=[CH:15][C:3]=23)(=[O:31])=[O:32])=[CH:28][CH:29]=1, predict the reactants needed to synthesize it. (3) Given the product [CH3:1][O:2][C:3]([C:5]1[C:9]2[N:10]=[CH:11][NH:12][C:13](=[O:14])[C:8]=2[NH:7][C:6]=1[Cl:31])=[O:4], predict the reactants needed to synthesize it. The reactants are: [CH3:1][O:2][C:3]([C:5]1[C:9]2[N:10]=[CH:11][N:12](COCC[Si](C)(C)C)[C:13](=[O:14])[C:8]=2[N:7](COCC[Si](C)(C)C)[C:6]=1[Cl:31])=[O:4].C(O)(C(F)(F)F)=O.